From a dataset of Catalyst prediction with 721,799 reactions and 888 catalyst types from USPTO. Predict which catalyst facilitates the given reaction. Reactant: [C:1]([OH:9])(=[S:8])[C:2]1[CH:7]=[CH:6][CH:5]=[CH:4][CH:3]=1.C([O-])([O-])=O.[Cs+:14].[Cs+]. Product: [C:1]([O-:9])(=[S:8])[C:2]1[CH:7]=[CH:6][CH:5]=[CH:4][CH:3]=1.[Cs+:14]. The catalyst class is: 5.